Predict the reaction yield, written as a fraction of the theoretical maximum amount of product (1.0 means a 100% yield; for example, 0.34 means a 34% yield). From a dataset of Reaction yield outcomes from USPTO patents with 853,638 reactions. (1) The reactants are [Cl:1][C:2]1[C:3]([C:23]2[N:27]3[CH:28]=[CH:29][CH:30]=[C:31]([F:32])[C:26]3=[N:25][CH:24]=2)=[N:4][C:5]([NH:8][C:9]2[CH:14]=[CH:13][C:12]([CH:15]3[CH2:20][CH2:19][NH:18][CH2:17][CH2:16]3)=[CH:11][C:10]=2[O:21][CH3:22])=[N:6][CH:7]=1.ClC1C(C2N3C=CC=CC3=NC=2)=NC(NC2C=CC(C3CCNCC3)=CC=2OC)=NC=1.ClC1N=C(C2N3C=CC=C(F)C3=NC=2)C(Cl)=CN=1.C(=O)([O-])[O-].[Cs+].[Cs+].Cl[CH2:89][C:90]([N:92]([CH3:94])[CH3:93])=[O:91]. The catalyst is CN(C=O)C. The product is [Cl:1][C:2]1[C:3]([C:23]2[N:27]3[CH:28]=[CH:29][CH:30]=[C:31]([F:32])[C:26]3=[N:25][CH:24]=2)=[N:4][C:5]([NH:8][C:9]2[CH:14]=[CH:13][C:12]([CH:15]3[CH2:20][CH2:19][N:18]([CH2:89][C:90]([N:92]([CH3:94])[CH3:93])=[O:91])[CH2:17][CH2:16]3)=[CH:11][C:10]=2[O:21][CH3:22])=[N:6][CH:7]=1. The yield is 0.530. (2) The reactants are [CH:1]12BC(C[CH2:7][CH2:8]1)CCC2.C(Br)C#C.[OH-].[Na+].[C:16]([O:20][C:21]([N:23]1[CH2:35][C@@H:34]([CH3:36])[N:33]2[C@H:25]([CH2:26][C:27]3[C:32]2=[N:31][C:30](Br)=[CH:29][CH:28]=3)[CH2:24]1)=[O:22])([CH3:19])([CH3:18])[CH3:17]. The catalyst is O1CCCC1.C1C=CC([P]([Pd]([P](C2C=CC=CC=2)(C2C=CC=CC=2)C2C=CC=CC=2)([P](C2C=CC=CC=2)(C2C=CC=CC=2)C2C=CC=CC=2)[P](C2C=CC=CC=2)(C2C=CC=CC=2)C2C=CC=CC=2)(C2C=CC=CC=2)C2C=CC=CC=2)=CC=1.C(OCC)(=O)C.O. The product is [C:16]([O:20][C:21]([N:23]1[CH2:35][C@@H:34]([CH3:36])[N:33]2[C@H:25]([CH2:26][C:27]3[C:32]2=[N:31][C:30]([CH:7]2[CH2:8][CH2:1]2)=[CH:29][CH:28]=3)[CH2:24]1)=[O:22])([CH3:19])([CH3:18])[CH3:17]. The yield is 0.352. (3) The product is [N+:1]([C:4]1[CH:21]=[C:20]([N+:22]([O-:24])=[O:23])[CH:19]=[CH:18][C:5]=1[O:6][NH2:7])([O-:3])=[O:2]. The yield is 0.830. The reactants are [N+:1]([C:4]1[CH:21]=[C:20]([N+:22]([O-:24])=[O:23])[CH:19]=[CH:18][C:5]=1[O:6][N:7]1C(=O)C2C(=CC=CC=2)C1=O)([O-:3])=[O:2].O.NN. The catalyst is C(Cl)Cl.CO. (4) The reactants are [CH2:1]([O:5][C:6]1[CH:7]=[C:8]([CH:12]([C:26]([O:28][C:29]([CH3:32])([CH3:31])[CH3:30])=[O:27])[CH2:13][NH:14][CH:15]([CH2:21][O:22]C(=O)C)[C:16]([N:18]([CH3:20])[CH3:19])=[O:17])[CH:9]=[CH:10][CH:11]=1)[CH2:2][CH2:3][CH3:4]. The catalyst is [NH4+].[OH-].CO. The product is [CH2:1]([O:5][C:6]1[CH:7]=[C:8]([CH:12]([C:26]([O:28][C:29]([CH3:30])([CH3:32])[CH3:31])=[O:27])[CH2:13][NH:14][CH:15]([CH2:21][OH:22])[C:16]([N:18]([CH3:19])[CH3:20])=[O:17])[CH:9]=[CH:10][CH:11]=1)[CH2:2][CH2:3][CH3:4]. The yield is 0.660.